This data is from Reaction yield outcomes from USPTO patents with 853,638 reactions. The task is: Predict the reaction yield, written as a fraction of the theoretical maximum amount of product (1.0 means a 100% yield; for example, 0.34 means a 34% yield). (1) The reactants are [F:1][C:2]([F:15])([F:14])[C:3](=O)[CH2:4][C:5]([C:7]1[CH:12]=[CH:11][CH:10]=[CH:9][CH:8]=1)=O.Cl.[N+:17]([C:20]1[CH:21]=[C:22]([NH:26][NH2:27])[CH:23]=[CH:24][CH:25]=1)([O-:19])=[O:18].Cl.C(O)C. The catalyst is O. The product is [N+:17]([C:20]1[CH:21]=[C:22]([N:26]2[C:5]([C:7]3[CH:12]=[CH:11][CH:10]=[CH:9][CH:8]=3)=[CH:4][C:3]([C:2]([F:15])([F:14])[F:1])=[N:27]2)[CH:23]=[CH:24][CH:25]=1)([O-:19])=[O:18]. The yield is 0.947. (2) The reactants are [CH3:1][C:2]1([CH3:14])[C:6]([CH3:8])([CH3:7])[O:5][B:4]([C:9]2[CH:10]=[N:11][NH:12][CH:13]=2)[O:3]1.[CH3:15][C:16]([O:19][C:20](=[O:23])[CH2:21]Br)([CH3:18])[CH3:17].C(=O)([O-])[O-].[Cs+].[Cs+]. The catalyst is CN(C=O)C. The product is [C:16]([O:19][C:20](=[O:23])[CH2:21][N:12]1[CH:13]=[C:9]([B:4]2[O:5][C:6]([CH3:7])([CH3:8])[C:2]([CH3:14])([CH3:1])[O:3]2)[CH:10]=[N:11]1)([CH3:18])([CH3:17])[CH3:15]. The yield is 0.840. (3) The yield is 0.752. The product is [Br:1][C:2]1[CH:3]=[CH:4][C:5]([CH3:11])=[C:6]([CH:10]=1)[C:7]([NH:18][C:19]1[C:20]([CH3:31])=[CH:21][C:22]([C:23]([O:25][CH2:26][CH3:27])=[O:24])=[CH:28][C:29]=1[CH3:30])=[O:9]. The catalyst is C1COCC1.C(Cl)Cl.CN(C=O)C. The reactants are [Br:1][C:2]1[CH:3]=[CH:4][C:5]([CH3:11])=[C:6]([CH:10]=1)[C:7]([OH:9])=O.C(Cl)(=O)C(Cl)=O.[NH2:18][C:19]1[C:29]([CH3:30])=[CH:28][C:22]([C:23]([O:25][CH2:26][CH3:27])=[O:24])=[CH:21][C:20]=1[CH3:31].N1C=CC(N)=CC=1.N1C=CC=CC=1. (4) The reactants are [C:1]([C:4]1[CH:9]=[N:8][N:7]2[C:10]([C:13](O)=[O:14])=[CH:11][CH:12]=[C:6]2[C:5]=1[NH:16][CH:17]1[CH2:22][CH2:21][CH2:20][CH2:19][CH:18]1[CH3:23])(=[O:3])[NH2:2].C[NH3+].F[P-](F)(F)(F)(F)F.[N:33]1(OC(N(C)C)=[N+](C)C)C2N=CC=CC=2N=N1.F[P-](F)(F)(F)(F)F.C(N(CC)C(C)C)(C)C.[Cl-].[NH4+]. The catalyst is CN(C=O)C.CCOC(C)=O. The product is [CH3:23][CH:18]1[CH2:19][CH2:20][CH2:21][CH2:22][CH:17]1[NH:16][C:5]1[C:6]2[N:7]([C:10]([C:13]([NH2:33])=[O:14])=[CH:11][CH:12]=2)[N:8]=[CH:9][C:4]=1[C:1]([NH2:2])=[O:3]. The yield is 0.540. (5) The catalyst is C(Cl)Cl. The reactants are [O:1]1[CH:5]=[CH:4][CH:3]=[C:2]1[S:6](Cl)(=[O:8])=[O:7].C([N:12](CC)CC)C.CCO[C:20]([CH3:22])=[O:21].[CH3:23][CH2:24][CH2:25][CH2:26]CC. The yield is 0.721. The product is [OH:21][CH2:20][C@@H:22]([NH:12][S:6]([C:2]1[O:1][CH:5]=[CH:4][CH:3]=1)(=[O:8])=[O:7])[C@@H:25]([CH3:26])[CH2:24][CH3:23]. (6) The reactants are [Cu][C:2]#[N:3].N1C=CC=CC=1.Br[C:11]1[N:12]=[C:13]([CH2:16][C:17]([CH3:20])([CH3:19])[CH3:18])[S:14][CH:15]=1. The catalyst is CN(C=O)C.CCOCC. The product is [CH2:16]([C:13]1[S:14][CH:15]=[C:11]([C:2]#[N:3])[N:12]=1)[C:17]([CH3:20])([CH3:19])[CH3:18]. The yield is 0.540.